Dataset: Full USPTO retrosynthesis dataset with 1.9M reactions from patents (1976-2016). Task: Predict the reactants needed to synthesize the given product. (1) Given the product [CH2:18]([O:20][CH:21]([O:29][CH2:30][CH3:31])[C:22]1[S:26][CH:25]=[C:24](/[CH:27]=[CH:3]/[C:1]#[N:2])[CH:23]=1)[CH3:19], predict the reactants needed to synthesize it. The reactants are: [C:1]([CH2:3]P(=O)(OCC)OCC)#[N:2].CC(C)([O-])C.[K+].[CH2:18]([O:20][CH:21]([O:29][CH2:30][CH3:31])[C:22]1[S:26][CH:25]=[C:24]([CH:27]=O)[CH:23]=1)[CH3:19]. (2) Given the product [Cl:1][C:2]1[CH:7]=[C:6]([OH:17])[CH:5]=[CH:4][C:3]=1[C:9]([F:12])([F:11])[F:10], predict the reactants needed to synthesize it. The reactants are: [Cl:1][C:2]1[CH:7]=[C:6](F)[CH:5]=[CH:4][C:3]=1[C:9]([F:12])([F:11])[F:10].C[Si](C)(C)CC[OH:17].[H-].[Na+]. (3) Given the product [CH3:5][O:6][C:7](=[O:32])[CH2:8][CH2:9][CH2:10]/[CH:11]=[CH:12]\[CH2:13][N:14]1[C:15](=[O:31])[CH2:16][CH2:17][CH2:18][CH:19]1/[CH:20]=[CH:21]/[CH:22]([OH:30])[CH2:23][C:24]1[CH:29]=[CH:28][CH:27]=[CH:26][CH:25]=1, predict the reactants needed to synthesize it. The reactants are: [BH4-].[Na+].CO.[CH3:5][O:6][C:7](=[O:32])[CH2:8][CH2:9][CH2:10]/[CH:11]=[CH:12]\[CH2:13][N:14]1[CH:19](/[CH:20]=[CH:21]/[C:22](=[O:30])[CH2:23][C:24]2[CH:29]=[CH:28][CH:27]=[CH:26][CH:25]=2)[CH2:18][CH2:17][CH2:16][C:15]1=[O:31]. (4) Given the product [CH2:16]([O:18][C:19]([CH:21]([P:32]([O:37][CH2:38][CH3:39])([O:34][CH2:35][CH3:36])=[O:33])[O:22][C@@H:23]1[CH2:27][C@H:26]([N:1]2[CH:9]=[C:7]([CH3:8])[C:5](=[O:6])[NH:4][C:2]2=[O:3])[CH:25]=[CH:24]1)=[O:20])[CH3:17], predict the reactants needed to synthesize it. The reactants are: [NH:1]1[CH:9]=[C:7]([CH3:8])[C:5](=[O:6])[NH:4][C:2]1=[O:3].C(=O)([O-])[O-].[Na+].[Na+].[CH2:16]([O:18][C:19]([CH:21]([P:32]([O:37][CH2:38][CH3:39])([O:34][CH2:35][CH3:36])=[O:33])[O:22][C@H:23]1[CH2:27][C@@H:26](OC(=O)C)[CH:25]=[CH:24]1)=[O:20])[CH3:17].ClCCl.